This data is from Forward reaction prediction with 1.9M reactions from USPTO patents (1976-2016). The task is: Predict the product of the given reaction. (1) Given the reactants [CH2:1]1[C:9]2[C:4](=[CH:5][CH:6]=[CH:7][CH:8]=2)[CH2:3][CH:2]1[NH:10][C:11]1[N:19]=[C:18]([N:20]2[CH:24]=[CH:23][C:22]([CH3:25])=[N:21]2)[N:17]=[C:16]2[C:12]=1[N:13]=[CH:14][N:15]2[CH3:26].[CH2:27]1C2C(=CC=CC=2)CC1N.BrC1C(C)=NN(C2N=C3C(N=CN3)=C(NC3CC4C(=CC=CC=4)C3)N=2)C=1C, predict the reaction product. The product is: [CH3:25][C:22]1[CH:23]=[C:24]([CH3:27])[N:20]([C:18]2[N:17]=[C:16]3[C:12]([N:13]=[CH:14][N:15]3[CH3:26])=[C:11]([NH:10][CH:2]3[CH2:1][C:9]4[C:4](=[CH:5][CH:6]=[CH:7][CH:8]=4)[CH2:3]3)[N:19]=2)[N:21]=1. (2) The product is: [CH2:10]=[C:9]1[CH:2]2[CH:3]([O:4][CH2:5][CH2:6]2)[O:7][CH2:8]1. Given the reactants Br[CH:2]1[CH2:6][CH2:5][O:4][CH:3]1[O:7][CH2:8][C:9]#[CH:10].C(N(CC)CC)C.O, predict the reaction product.